Dataset: Full USPTO retrosynthesis dataset with 1.9M reactions from patents (1976-2016). Task: Predict the reactants needed to synthesize the given product. (1) The reactants are: [OH:1][C@@H:2]([C:4]1[CH:5]=[CH:6][C:7]2[CH:23]=[CH:22][C:11]3=[N:12][CH:13]=[C:14]([C:16]4[CH:17]=[N:18][N:19]([CH3:21])[CH:20]=4)[CH:15]=[C:10]3[C:9](=[O:24])[C:8]=2[CH:25]=1)[CH3:3].[H-].[Na+].[CH3:28]I.[Cl-].[NH4+]. Given the product [CH3:28][O:1][C@@H:2]([C:4]1[CH:5]=[CH:6][C:7]2[CH:23]=[CH:22][C:11]3=[N:12][CH:13]=[C:14]([C:16]4[CH:17]=[N:18][N:19]([CH3:21])[CH:20]=4)[CH:15]=[C:10]3[C:9](=[O:24])[C:8]=2[CH:25]=1)[CH3:3], predict the reactants needed to synthesize it. (2) Given the product [NH2:20][C:16]1[CH:17]=[CH:18][CH:19]=[C:12]([CH2:11][O:10][C:9]2[CH:23]=[CH:24][C:6]([Cl:5])=[C:7]([CH3:25])[CH:8]=2)[C:13]=1[C:14]#[N:15], predict the reactants needed to synthesize it. The reactants are: [Sn](Cl)Cl.Cl.[Cl:5][C:6]1[CH:24]=[CH:23][C:9]([O:10][CH2:11][C:12]2[CH:19]=[CH:18][CH:17]=[C:16]([N+:20]([O-])=O)[C:13]=2[C:14]#[N:15])=[CH:8][C:7]=1[CH3:25].[OH-].[K+]. (3) Given the product [CH:1]1([CH:4]([NH:17][S:18]([C:20]([CH3:23])([CH3:22])[CH3:21])=[O:19])[CH:5]([F:16])[F:15])[CH2:3][CH2:2]1, predict the reactants needed to synthesize it. The reactants are: [CH:1]1([CH:4]([NH:17][S:18]([C:20]([CH3:23])([CH3:22])[CH3:21])=[O:19])[C:5]([F:16])([F:15])S(C2C=CC=CC=2)(=O)=O)[CH2:3][CH2:2]1.CC([O-])=O.[Na+].CC(O)=O.[Mg]. (4) Given the product [C:1]([O:5][C:6](=[O:19])[CH2:7][C:8]1([CH2:15][NH2:16])[CH2:14][CH:13]2[CH:9]1[CH:10]=[CH:11][CH2:12]2)([CH3:2])([CH3:4])[CH3:3], predict the reactants needed to synthesize it. The reactants are: [C:1]([O:5][C:6](=[O:19])[CH2:7][C:8]1([CH2:15][N+:16]([O-])=O)[CH2:14][CH:13]2[CH:9]1[CH:10]=[CH:11][CH2:12]2)([CH3:4])([CH3:3])[CH3:2].[Cl-].[NH4+].